Dataset: Forward reaction prediction with 1.9M reactions from USPTO patents (1976-2016). Task: Predict the product of the given reaction. (1) Given the reactants [F:1][C:2]1[CH:3]=[C:4]([CH:10]([CH2:23][CH:24]2[CH2:29][CH2:28][O:27][CH2:26][CH2:25]2)[C:11](=O)[CH2:12][CH2:13][C:14]([C:16]2[CH:21]=[N:20][CH:19]=[CH:18][N:17]=2)=O)[CH:5]=[CH:6][C:7]=1[S:8][CH3:9].C([O-])(=O)C.[NH4+:34].C(=O)([O-])O.[Na+], predict the reaction product. The product is: [F:1][C:2]1[CH:3]=[C:4]([CH:10]([C:11]2[NH:34][C:14]([C:16]3[CH:21]=[N:20][CH:19]=[CH:18][N:17]=3)=[CH:13][CH:12]=2)[CH2:23][CH:24]2[CH2:29][CH2:28][O:27][CH2:26][CH2:25]2)[CH:5]=[CH:6][C:7]=1[S:8][CH3:9]. (2) Given the reactants [CH2:1]=[CH:2][C:3]1[CH:8]=[CH:7][CH:6]=[CH:5][CH:4]=1.C=C.C=CC1C=CC=CC=1.C(C1C=CC=CC=1[C:23]([OH:25])=[O:24])=C, predict the reaction product. The product is: [CH:2]([C:3]1[CH:8]=[CH:7][C:6]([C:23]([OH:25])=[O:24])=[CH:5][CH:4]=1)=[CH2:1]. (3) Given the reactants [CH2:1]([Sn:5](=[O:10])[CH2:6][CH2:7][CH2:8][CH3:9])[CH2:2][CH2:3][CH3:4].[OH:11][CH2:12][C:13](CO)(CO)[CH2:14]O, predict the reaction product. The product is: [CH2:1]([Sn:5]1([CH2:6][CH2:7][CH2:8][CH3:9])[O:11][CH2:12][CH2:13][CH2:14][O:10]1)[CH2:2][CH2:3][CH3:4]. (4) Given the reactants [C:1]([N:4]1[CH2:11][CH2:10][CH2:9][CH:5]1[C:6]([OH:8])=O)(=[O:3])[CH3:2].[CH2:12]([NH2:18])[CH2:13][CH2:14][CH2:15][CH2:16][CH3:17].C(N(CC)C(C)C)(C)C.[CH2:28]1[CH2:32]N([P+](ON2N=NC3C=CC=CC2=3)(N2[CH2:30][CH2:29][CH2:28][CH2:32]2)N2[CH2:30][CH2:29][CH2:28][CH2:32]2)[CH2:30][CH2:29]1.F[P-](F)(F)(F)(F)F, predict the reaction product. The product is: [CH2:12]([NH:18][C:6](=[O:8])[CH:5]1[CH2:9][CH2:10][CH2:11][N:4]1[C:1](=[O:3])[CH3:2])[CH2:13][CH2:14][CH2:15][CH2:16][CH2:17][CH2:32][CH2:28][CH2:29][CH3:30]. (5) Given the reactants [C:1]([O:5][C:6]([N:8]1[CH2:13][CH2:12][CH:11]([NH:14][CH2:15][C:16]2[CH:21]=[CH:20][CH:19]=[C:18]([C:22]3[CH:27]=[CH:26][N:25]=[C:24]([Cl:28])[N:23]=3)[CH:17]=2)[CH2:10][CH2:9]1)=[O:7])([CH3:4])([CH3:3])[CH3:2].[CH3:29][S:30](Cl)(=[O:32])=[O:31], predict the reaction product. The product is: [C:1]([O:5][C:6]([N:8]1[CH2:13][CH2:12][CH:11]([N:14]([CH2:15][C:16]2[CH:21]=[CH:20][CH:19]=[C:18]([C:22]3[CH:27]=[CH:26][N:25]=[C:24]([Cl:28])[N:23]=3)[CH:17]=2)[S:30]([CH3:29])(=[O:32])=[O:31])[CH2:10][CH2:9]1)=[O:7])([CH3:4])([CH3:2])[CH3:3]. (6) Given the reactants Br[C:2]1[C:3]2[N:11]([CH2:12][CH3:13])[C:10]([C:14]3[C:15]([NH2:19])=[N:16][O:17][N:18]=3)=[N:9][C:4]=2[C:5]([Cl:8])=[N:6][CH:7]=1.C([Mg]Cl)(C)C.B(OC)(OC)[O:26]C.C(=O)=O.CC(C)=O, predict the reaction product. The product is: [NH2:19][C:15]1[C:14]([C:10]2[N:11]([CH2:12][CH3:13])[C:3]3[C:2]([OH:26])=[CH:7][N:6]=[C:5]([Cl:8])[C:4]=3[N:9]=2)=[N:18][O:17][N:16]=1. (7) The product is: [C:22]([C:24]1[CH:29]=[C:28]([C:2]2[C:10]3[C:5](=[CH:6][CH:7]=[CH:8][CH:9]=3)[NH:4][C:3]=2[C:11]([O:13][CH2:14][CH3:15])=[O:12])[CH:27]=[CH:26][CH:25]=1)#[N:23]. Given the reactants I[C:2]1[C:10]2[C:5](=[CH:6][CH:7]=[CH:8][CH:9]=2)[NH:4][C:3]=1[C:11]([O:13][CH2:14][CH3:15])=[O:12].C([O-])([O-])=O.[Na+].[Na+].[C:22]([C:24]1[CH:25]=[C:26](B(O)O)[CH:27]=[CH:28][CH:29]=1)#[N:23], predict the reaction product.